This data is from Catalyst prediction with 721,799 reactions and 888 catalyst types from USPTO. The task is: Predict which catalyst facilitates the given reaction. (1) Reactant: [Cl:1][C:2]1[C:3]2[N:4]([C:8]([C@H:11]3[CH2:16][N:15]4[C:17](=[O:22])[O:18][CH:19]([CH:20]=[CH2:21])[C@@H:14]4[CH2:13][CH2:12]3)=[N:9][CH:10]=2)[CH:5]=[CH:6][N:7]=1.[Br:23]N1C(=O)CCC1=O. Product: [Br:23][C:10]1[N:9]=[C:8]([C@H:11]2[CH2:16][N:15]3[C:17](=[O:22])[O:18][CH:19]([CH:20]=[CH2:21])[C@@H:14]3[CH2:13][CH2:12]2)[N:4]2[CH:5]=[CH:6][N:7]=[C:2]([Cl:1])[C:3]=12. The catalyst class is: 3. (2) Reactant: C[O:2][C:3](=[O:31])[CH2:4][O:5][C:6]1[CH:11]=[CH:10][C:9]([S:12][CH2:13][CH:14]=[C:15]([C:23]2[CH:28]=[CH:27][C:26]([I:29])=[CH:25][CH:24]=2)[C:16]2[CH:21]=[CH:20][C:19]([I:22])=[CH:18][CH:17]=2)=[CH:8][C:7]=1[CH3:30].[OH-].[Na+]. Product: [I:29][C:26]1[CH:25]=[CH:24][C:23]([C:15]([C:16]2[CH:21]=[CH:20][C:19]([I:22])=[CH:18][CH:17]=2)=[CH:14][CH2:13][S:12][C:9]2[CH:10]=[CH:11][C:6]([O:5][CH2:4][C:3]([OH:31])=[O:2])=[C:7]([CH3:30])[CH:8]=2)=[CH:28][CH:27]=1. The catalyst class is: 8. (3) Product: [NH2:1][C:2]1[N:7]=[C:6]([C:8]2[CH:15]=[C:14]3[C:11]([C:12]([NH2:13])=[N:32][NH:33]3)=[CH:10][CH:9]=2)[CH:5]=[C:4]([N:17]2[CH2:22][CH2:21][O:20][CH:19]([C:23]3[NH:24][C:25]4[CH2:31][CH2:30][CH2:29][CH2:28][C:26]=4[N:27]=3)[CH2:18]2)[N:3]=1. Reactant: [NH2:1][C:2]1[N:7]=[C:6]([C:8]2[CH:15]=[CH:14][C:11]([C:12]#[N:13])=[C:10](F)[CH:9]=2)[CH:5]=[C:4]([N:17]2[CH2:22][CH2:21][O:20][CH:19]([C:23]3[NH:27][C:26]4[CH2:28][CH2:29][CH2:30][CH2:31][C:25]=4[N:24]=3)[CH2:18]2)[N:3]=1.[NH2:32][NH2:33]. The catalyst class is: 8. (4) Reactant: [O:1]=[CH:2][C:3]([Cl:6])([Cl:5])[Cl:4].[NH:7]1[CH2:14][CH2:13][CH2:12][C@H:8]1[C:9](O)=[O:10]. Product: [Cl:4][C:3]([Cl:6])([Cl:5])[C@@H:2]1[N:7]2[CH2:14][CH2:13][CH2:12][C@H:8]2[C:9](=[O:10])[O:1]1. The catalyst class is: 23. (5) Reactant: [Cl:1][C:2]1[C:7]([CH3:8])=[C:6]([CH:9]=O)[CH:5]=[CH:4][N:3]=1.[CH:11]1([NH2:14])[CH2:13][CH2:12]1.[BH4-].[Na+].[OH-].[Na+]. Product: [Cl:1][C:2]1[C:7]([CH3:8])=[C:6]([CH2:9][NH:14][CH:11]2[CH2:13][CH2:12]2)[CH:5]=[CH:4][N:3]=1. The catalyst class is: 5. (6) Reactant: [C:1]1(=[O:9])[O:8][C:6](=[O:7])[CH2:5][CH2:4][CH2:3][CH2:2]1.C(O)(=O)CCCCC(O)=O. Product: [C:6]1(=[O:7])[O:8][C:1](=[O:9])[CH2:2][CH2:3][CH2:4][CH2:5]1. The catalyst class is: 152. (7) Reactant: [F:1][C:2]1[CH:3]=[C:4]([CH:6]=[C:7]([F:10])[C:8]=1[F:9])[NH2:5].CCN(C(C)C)C(C)C.Cl[C:21](Cl)([O:23]C(=O)OC(Cl)(Cl)Cl)Cl.[CH3:32][C@H:33]1[CH2:38][N:37]2[N:39]=[CH:40][C:41]([N:42]3[C:56](=[O:57])[CH2:55][C:44]4([CH2:47][N:46]([C:48]([O:50][C:51]([CH3:54])([CH3:53])[CH3:52])=[O:49])[CH2:45]4)[CH2:43]3)=[C:36]2[CH2:35][NH:34]1. Product: [CH3:32][C@H:33]1[CH2:38][N:37]2[N:39]=[CH:40][C:41]([N:42]3[C:56](=[O:57])[CH2:55][C:44]4([CH2:45][N:46]([C:48]([O:50][C:51]([CH3:52])([CH3:53])[CH3:54])=[O:49])[CH2:47]4)[CH2:43]3)=[C:36]2[CH2:35][N:34]1[C:21](=[O:23])[NH:5][C:4]1[CH:3]=[C:2]([F:1])[C:8]([F:9])=[C:7]([F:10])[CH:6]=1. The catalyst class is: 2. (8) Reactant: [N:1]1[CH:6]=[CH:5][CH:4]=[CH:3][C:2]=1[C:7]([C:9]1[S:13][C:12]([NH2:14])=[N:11][C:10]=1[C:15]1[O:16][CH:17]=[CH:18][CH:19]=1)=[O:8].[C:20](Cl)(=[O:22])[CH3:21]. Product: [O:16]1[CH:17]=[CH:18][CH:19]=[C:15]1[C:10]1[N:11]=[C:12]([NH:14][C:20](=[O:22])[CH3:21])[S:13][C:9]=1[C:7]([C:2]1[CH:3]=[CH:4][CH:5]=[CH:6][N:1]=1)=[O:8]. The catalyst class is: 17. (9) Reactant: [Si:1]([O:18][CH2:19][CH2:20][CH2:21][C:22]1[CH:48]=[CH:47][C:25]([O:26][C:27]([CH3:46])([CH3:45])[CH:28]([OH:44])[CH2:29][O:30][C:31]2[CH:36]=[CH:35][C:34]([C:37]([O:39][C:40]([CH3:43])([CH3:42])[CH3:41])=[O:38])=[CH:33][CH:32]=2)=[CH:24][CH:23]=1)([C:14]([CH3:17])([CH3:16])[CH3:15])([C:8]1[CH:13]=[CH:12][CH:11]=[CH:10][CH:9]=1)[C:2]1[CH:7]=[CH:6][CH:5]=[CH:4][CH:3]=1.CC(OI1(OC(C)=O)(OC(C)=O)OC(=O)C2C1=CC=CC=2)=O. Product: [Si:1]([O:18][CH2:19][CH2:20][CH2:21][C:22]1[CH:23]=[CH:24][C:25]([O:26][C:27]([CH3:46])([CH3:45])[C:28](=[O:44])[CH2:29][O:30][C:31]2[CH:36]=[CH:35][C:34]([C:37]([O:39][C:40]([CH3:43])([CH3:42])[CH3:41])=[O:38])=[CH:33][CH:32]=2)=[CH:47][CH:48]=1)([C:14]([CH3:17])([CH3:15])[CH3:16])([C:2]1[CH:7]=[CH:6][CH:5]=[CH:4][CH:3]=1)[C:8]1[CH:13]=[CH:12][CH:11]=[CH:10][CH:9]=1. The catalyst class is: 96.